This data is from Reaction yield outcomes from USPTO patents with 853,638 reactions. The task is: Predict the reaction yield, written as a fraction of the theoretical maximum amount of product (1.0 means a 100% yield; for example, 0.34 means a 34% yield). (1) The reactants are [F:1][C:2]1[CH:7]=[CH:6][C:5](B(O)O)=[CH:4][CH:3]=1.[N+:11]([C:14]1[CH:15]=[N:16][NH:17][CH:18]=1)([O-:13])=[O:12].N1C=CC=CC=1. The catalyst is C(Cl)Cl.C([O-])(=O)C.[Cu+2].C([O-])(=O)C. The product is [F:1][C:2]1[CH:7]=[CH:6][C:5]([N:16]2[CH:15]=[C:14]([N+:11]([O-:13])=[O:12])[CH:18]=[N:17]2)=[CH:4][CH:3]=1. The yield is 0.220. (2) The reactants are [CH2:1]([CH2:6][NH2:7])[CH2:2][C:3]([OH:5])=[O:4].[NH2:8][CH2:9][C:10]([NH:12][CH2:13][C:14]([NH:16][CH2:17][C:18]([NH:20][CH2:21][CH2:22][C:23]([O:25]C(C)(C)C)=[O:24])=[O:19])=[O:15])=[O:11].O. The catalyst is FC(F)(F)C(O)=O. The product is [CH2:1]([CH2:6][NH2:7])[CH2:2][C:3]([OH:5])=[O:4].[NH2:8][CH2:9][C:10]([NH:12][CH2:13][C:14]([NH:16][CH2:17][C:18]([NH:20][CH2:21][CH2:22][C:23]([OH:25])=[O:24])=[O:19])=[O:15])=[O:11]. The yield is 1.00. (3) The reactants are [CH:1]([C:4]1[CH:9]=[C:8]([O:10][CH3:11])[C:7]([CH3:12])=[CH:6][C:5]=1[OH:13])([CH3:3])[CH3:2].C(=O)([O-])[O-].[K+].[K+].Br[CH2:21][C:22]([O:24][CH2:25][CH3:26])=[O:23]. The catalyst is CC(C)=O. The product is [CH2:25]([O:24][C:22](=[O:23])[CH2:21][O:13][C:5]1[CH:6]=[C:7]([CH3:12])[C:8]([O:10][CH3:11])=[CH:9][C:4]=1[CH:1]([CH3:3])[CH3:2])[CH3:26]. The yield is 0.820.